From a dataset of Full USPTO retrosynthesis dataset with 1.9M reactions from patents (1976-2016). Predict the reactants needed to synthesize the given product. (1) Given the product [CH:1]1([C:4]2[N:5]=[CH:6][C:7]([O:10][C@H:11]3[CH2:22][N:14]4[CH2:15][CH2:16][N:17]([C:19]([O:32][C:28]5[CH:29]=[CH:30][CH:31]=[C:26]([O:25][C:24]([F:23])([F:33])[F:34])[CH:27]=5)=[O:20])[CH2:18][C@@H:13]4[CH2:12]3)=[N:8][CH:9]=2)[CH2:3][CH2:2]1, predict the reactants needed to synthesize it. The reactants are: [CH:1]1([C:4]2[N:5]=[CH:6][C:7]([O:10][C@H:11]3[CH2:22][N:14]4[CH2:15][CH2:16][N:17]([C:19](Cl)=[O:20])[CH2:18][C@@H:13]4[CH2:12]3)=[N:8][CH:9]=2)[CH2:3][CH2:2]1.[F:23][C:24]([F:34])([F:33])[O:25][C:26]1[CH:27]=[C:28]([OH:32])[CH:29]=[CH:30][CH:31]=1.C(=O)([O-])[O-].[K+].[K+]. (2) Given the product [C:18]([C:7]1[CH:6]=[C:5]2[C:10](=[CH:9][CH:8]=1)[N:11]([CH2:15][CH2:16][CH3:17])[C:12]1[CH:13]=[CH:14][C:2]([C:25]#[N:24])=[CH:3][C:4]2=1)(=[O:20])[CH3:19], predict the reactants needed to synthesize it. The reactants are: Br[C:2]1[CH:3]=[C:4]2[C:12](=[CH:13][CH:14]=1)[N:11]([CH2:15][CH2:16][CH3:17])[C:10]1[CH:9]=[CH:8][C:7]([C:18](=[O:20])[CH3:19])=[CH:6][C:5]2=1.[C-]#N.[K+].[N:24]12CCCN=C1CCCC[CH2:25]2. (3) The reactants are: [Cl:1][C:2]1[CH:11]=[C:10]2[C:5]([C:6]([N:12]3[CH2:17][CH2:16][N:15]([CH2:18][CH2:19][CH2:20][CH2:21][NH2:22])[CH2:14][CH2:13]3)=[CH:7][CH:8]=[N:9]2)=[CH:4][CH:3]=1.C1N=CN([C:28](N2C=NC=C2)=[O:29])C=1.[C:35]1([N:41]2[CH2:46][CH2:45][NH:44][CH2:43][CH2:42]2)[CH:40]=[CH:39][CH:38]=[CH:37][CH:36]=1. Given the product [Cl:1][C:2]1[CH:11]=[C:10]2[C:5]([C:6]([N:12]3[CH2:13][CH2:14][N:15]([CH2:18][CH2:19][CH2:20][CH2:21][NH:22][C:28]([N:44]4[CH2:45][CH2:46][N:41]([C:35]5[CH:40]=[CH:39][CH:38]=[CH:37][CH:36]=5)[CH2:42][CH2:43]4)=[O:29])[CH2:16][CH2:17]3)=[CH:7][CH:8]=[N:9]2)=[CH:4][CH:3]=1, predict the reactants needed to synthesize it. (4) Given the product [CH2:13]([O:20][C:21](=[O:34])[C:22]([Br:36])([CH3:33])[CH2:23][CH2:24][O:25][CH2:26][C:27]1[CH:32]=[CH:31][CH:30]=[CH:29][CH:28]=1)[C:14]1[CH:15]=[CH:16][CH:17]=[CH:18][CH:19]=1, predict the reactants needed to synthesize it. The reactants are: C([Li])CCC.C(NC(C)C)(C)C.[CH2:13]([O:20][C:21](=[O:34])[CH:22]([CH3:33])[CH2:23][CH2:24][O:25][CH2:26][C:27]1[CH:32]=[CH:31][CH:30]=[CH:29][CH:28]=1)[C:14]1[CH:19]=[CH:18][CH:17]=[CH:16][CH:15]=1.C(Br)(Br)(Br)[Br:36]. (5) The reactants are: [CH3:1][C:2]1[N:7]([CH2:8][CH2:9][CH3:10])[C:6](=[O:11])[C:5]([CH2:12][CH2:13][C:14]2[CH:19]=[CH:18][CH:17]=[CH:16][CH:15]=2)=[C:4]([C:20]2[CH:25]=[CH:24][CH:23]=[CH:22][C:21]=2[O:26]C)[N:3]=1.B(Br)(Br)Br. Given the product [OH:26][C:21]1[CH:22]=[CH:23][CH:24]=[CH:25][C:20]=1[C:4]1[N:3]=[C:2]([CH3:1])[N:7]([CH2:8][CH2:9][CH3:10])[C:6](=[O:11])[C:5]=1[CH2:12][CH2:13][C:14]1[CH:15]=[CH:16][CH:17]=[CH:18][CH:19]=1, predict the reactants needed to synthesize it. (6) Given the product [CH3:46][O:45][C:36]1[CH:37]=[C:38]([CH:43]=[CH:44][C:35]=1[NH:34][C:2]1[N:3]=[C:4]([O:27][CH:28]2[CH2:33][CH2:32][O:31][CH2:30][CH2:29]2)[C:5]2[C:10]([C:11]3[CH:16]=[CH:15][N:14]=[C:13]([O:17][CH3:18])[CH:12]=3)=[CH:9][N:8]([CH2:19][O:20][CH2:21][CH2:22][Si:23]([CH3:25])([CH3:24])[CH3:26])[C:6]=2[N:7]=1)[C:39]([NH:41][CH3:42])=[O:40], predict the reactants needed to synthesize it. The reactants are: Cl[C:2]1[N:3]=[C:4]([O:27][CH:28]2[CH2:33][CH2:32][O:31][CH2:30][CH2:29]2)[C:5]2[C:10]([C:11]3[CH:16]=[CH:15][N:14]=[C:13]([O:17][CH3:18])[CH:12]=3)=[CH:9][N:8]([CH2:19][O:20][CH2:21][CH2:22][Si:23]([CH3:26])([CH3:25])[CH3:24])[C:6]=2[N:7]=1.[NH2:34][C:35]1[CH:44]=[CH:43][C:38]([C:39]([NH:41][CH3:42])=[O:40])=[CH:37][C:36]=1[O:45][CH3:46].C(=O)([O-])[O-].[Cs+].[Cs+].C1(P(C2C=CC=CC=2)C2C=CC3C(=CC=CC=3)C=2C2C3C(=CC=CC=3)C=CC=2P(C2C=CC=CC=2)C2C=CC=CC=2)C=CC=CC=1. (7) Given the product [CH3:51][C:36]1[CH:37]=[C:38]([NH:40][C:41]2[CH:46]=[C:45]([C:47]([F:50])([F:48])[F:49])[CH:44]=[CH:43][N:42]=2)[N:39]=[C:34]([C:32]2[CH:31]=[N:30][N:29]([CH2:28][CH2:27][OH:26])[CH:33]=2)[CH:35]=1, predict the reactants needed to synthesize it. The reactants are: CCCC[N+](CCCC)(CCCC)CCCC.[F-].[Si]([O:26][CH2:27][CH2:28][N:29]1[CH:33]=[C:32]([C:34]2[N:39]=[C:38]([NH:40][C:41]3[CH:46]=[C:45]([C:47]([F:50])([F:49])[F:48])[CH:44]=[CH:43][N:42]=3)[CH:37]=[C:36]([CH3:51])[CH:35]=2)[CH:31]=[N:30]1)(C(C)(C)C)(C)C.